From a dataset of Catalyst prediction with 721,799 reactions and 888 catalyst types from USPTO. Predict which catalyst facilitates the given reaction. (1) Reactant: [F:1][C:2]1[CH:19]=[CH:18][C:5]([CH2:6][N:7]2[CH:12]=[CH:11][CH:10]=[C:9]([C:13]([O:15]C)=[O:14])[C:8]2=[O:17])=[CH:4][CH:3]=1.[OH-].[Na+]. Product: [F:1][C:2]1[CH:3]=[CH:4][C:5]([CH2:6][N:7]2[CH:12]=[CH:11][CH:10]=[C:9]([C:13]([OH:15])=[O:14])[C:8]2=[O:17])=[CH:18][CH:19]=1. The catalyst class is: 5. (2) Reactant: C(C1C=C(O)C=C(C(C)(C)C)C=1)(C)(C)C.[Cl-].[C:17]([CH:21]=[CH2:22])([CH3:20])([CH3:19])[CH3:18].[SiH2:23]([C:30]1[CH:35]=[CH:34][CH:33]=[CH:32][CH:31]=1)[C:24]1[CH:29]=[CH:28][CH:27]=[CH:26][CH:25]=1. Product: [SiH:23]([CH2:22][CH2:21][C:17]([CH3:20])([CH3:19])[CH3:18])([C:30]1[CH:31]=[CH:32][CH:33]=[CH:34][CH:35]=1)[C:24]1[CH:29]=[CH:28][CH:27]=[CH:26][CH:25]=1. The catalyst class is: 426.